From a dataset of Retrosynthesis with 50K atom-mapped reactions and 10 reaction types from USPTO. Predict the reactants needed to synthesize the given product. (1) The reactants are: C=CCN1CC[C@]23c4c5ccc(O)c4O[C@H]2C(=O)CC[C@@]3(O)[C@H]1C5.CN. Given the product C=CCN1CC[C@]23c4c5ccc(O)c4O[C@H]2[C@@H](NC)CC[C@@]3(O)[C@H]1C5, predict the reactants needed to synthesize it. (2) Given the product CC(=NO)c1noc2ccccc12, predict the reactants needed to synthesize it. The reactants are: CC(=O)c1noc2ccccc12.NO. (3) Given the product O=Cc1cc(-c2ccc(Cl)cc2Cl)ccc1OC(F)(F)F, predict the reactants needed to synthesize it. The reactants are: O=Cc1cc(Br)ccc1OC(F)(F)F.OB(O)c1ccc(Cl)cc1Cl. (4) Given the product CC(C)N(CC(=O)NCc1cc(N2CCC(C(F)(F)F)CC2)ncn1)S(=O)(=O)c1ccc(F)cc1, predict the reactants needed to synthesize it. The reactants are: CC(C)N(CC(=O)O)S(=O)(=O)c1ccc(F)cc1.NCc1cc(N2CCC(C(F)(F)F)CC2)ncn1. (5) Given the product CN(C)C(=O)N1CCN2[C@@H](CN(C(=O)OC(C)(C)C)C[C@H]2C(c2ccccc2)c2ccccc2)C1, predict the reactants needed to synthesize it. The reactants are: CC(C)(C)OC(=O)N1C[C@@H]2CNCCN2[C@H](C(c2ccccc2)c2ccccc2)C1.CN(C)C(=O)Cl. (6) The reactants are: CC(=O)Nc1nc(C)c(S(=O)(=O)Cl)s1.COc1ccc2[nH]c(S(=O)Cc3ncc(C)c(OC)c3C)nc2c1. Given the product COc1ccc2c(c1)nc(S(=O)Cc1ncc(C)c(OC)c1C)n2S(=O)(=O)c1sc(NC(C)=O)nc1C, predict the reactants needed to synthesize it.